This data is from Full USPTO retrosynthesis dataset with 1.9M reactions from patents (1976-2016). The task is: Predict the reactants needed to synthesize the given product. (1) Given the product [ClH:4].[N:8]1[CH:13]=[CH:12][C:11]([C:14]2[CH:23]=[C:22]([C:24]([Cl:7])=[O:25])[C:21]3[C:16](=[CH:17][CH:18]=[CH:19][CH:20]=3)[N:15]=2)=[CH:10][CH:9]=1, predict the reactants needed to synthesize it. The reactants are: C(Cl)(=O)C([Cl:4])=O.[ClH:7].[N:8]1[CH:13]=[CH:12][C:11]([C:14]2[CH:23]=[C:22]([C:24](O)=[O:25])[C:21]3[C:16](=[CH:17][CH:18]=[CH:19][CH:20]=3)[N:15]=2)=[CH:10][CH:9]=1. (2) Given the product [NH2:16][C:9]1[CH:10]=[C:11]([CH:14]=[CH:15][C:8]=1[O:7][CH3:6])[CH:12]=[O:13], predict the reactants needed to synthesize it. The reactants are: C(O)(=O)C.O.[CH3:6][O:7][C:8]1[CH:15]=[CH:14][C:11]([CH:12]=[O:13])=[CH:10][C:9]=1[N+:16]([O-])=O. (3) Given the product [O:1]([C:8]1[CH:9]=[CH:10][C:11]([NH:14][CH2:15][C:16]#[N:17])=[CH:12][CH:13]=1)[C:2]1[CH:7]=[CH:6][CH:5]=[CH:4][CH:3]=1, predict the reactants needed to synthesize it. The reactants are: [O:1]([C:8]1[CH:13]=[CH:12][C:11]([NH2:14])=[CH:10][CH:9]=1)[C:2]1[CH:7]=[CH:6][CH:5]=[CH:4][CH:3]=1.[CH3:15][CH2:16][N:17](C(C)C)C(C)C.BrCC#N. (4) Given the product [CH3:39][S:40]([O:37][CH2:36][C@H:35]([N:27]1[CH:26]=[CH:25][C:24]2[C:29](=[CH:30][CH:31]=[C:32]([CH3:33])[C:23]=2[NH:22][C:20](=[O:21])[CH2:19][C:11]2[CH:12]=[CH:13][C:14]([C:15]([F:18])([F:16])[F:17])=[C:9]([F:8])[CH:10]=2)[C:28]1=[O:34])[CH3:38])(=[O:42])=[O:41], predict the reactants needed to synthesize it. The reactants are: C(N(CC)CC)C.[F:8][C:9]1[CH:10]=[C:11]([CH2:19][C:20]([NH:22][C:23]2[C:32]([CH3:33])=[CH:31][CH:30]=[C:29]3[C:24]=2[CH:25]=[CH:26][N:27]([C@H:35]([CH3:38])[CH2:36][OH:37])[C:28]3=[O:34])=[O:21])[CH:12]=[CH:13][C:14]=1[C:15]([F:18])([F:17])[F:16].[CH3:39][S:40](Cl)(=[O:42])=[O:41].C(Cl)Cl. (5) Given the product [CH:13]1([C:16]2[N:51]=[C:19]3[N:20]([CH2:43][C:44]4[CH:49]=[CH:48][C:47]([F:50])=[CH:46][CH:45]=4)[C:21](=[O:42])[C:22]([CH2:27][C:28]4[CH:33]=[CH:32][C:31]([C:34]5[CH:39]=[CH:38][CH:37]=[CH:36][C:35]=5[C:40]5[NH:3][C:4](=[O:7])[O:5][N:41]=5)=[CH:30][CH:29]=4)=[C:23]([CH2:24][CH2:25][CH3:26])[N:18]3[N:17]=2)[CH2:14][CH2:15]1, predict the reactants needed to synthesize it. The reactants are: [Cl-].O[NH3+:3].[C:4](=[O:7])([O-])[OH:5].[Na+].CS(C)=O.[CH:13]1([C:16]2[N:51]=[C:19]3[N:20]([CH2:43][C:44]4[CH:49]=[CH:48][C:47]([F:50])=[CH:46][CH:45]=4)[C:21](=[O:42])[C:22]([CH2:27][C:28]4[CH:33]=[CH:32][C:31]([C:34]5[C:35]([C:40]#[N:41])=[CH:36][CH:37]=[CH:38][CH:39]=5)=[CH:30][CH:29]=4)=[C:23]([CH2:24][CH2:25][CH3:26])[N:18]3[N:17]=2)[CH2:15][CH2:14]1. (6) Given the product [NH2:3][C:4]1[C:11]([Br:1])=[CH:10][C:7]([C:8]#[N:9])=[CH:6][N:5]=1, predict the reactants needed to synthesize it. The reactants are: [Br:1]Br.[NH2:3][C:4]1[CH:11]=[CH:10][C:7]([C:8]#[N:9])=[CH:6][N:5]=1. (7) Given the product [Cl:15][C:10]1[CH:9]=[C:8]2[C:13]([CH:14]=[C:6]([CH2:4][OH:3])[NH:7]2)=[CH:12][CH:11]=1, predict the reactants needed to synthesize it. The reactants are: C([O:3][C:4]([C:6]1[NH:7][C:8]2[C:13]([CH:14]=1)=[CH:12][CH:11]=[C:10]([Cl:15])[CH:9]=2)=O)C.[H-].[Al+3].[Li+].[H-].[H-].[H-]. (8) Given the product [Br:7][C:8]1[CH:9]=[C:10]([C:20]([OH:24])=[O:21])[N:11]([C:13]2[CH:18]=[CH:17][N:16]=[CH:15][C:14]=2[Cl:19])[CH:12]=1, predict the reactants needed to synthesize it. The reactants are: [Mn]([O-])(=O)(=O)=O.[K+].[Br:7][C:8]1[CH:9]=[C:10]([CH:20]=[O:21])[N:11]([C:13]2[CH:18]=[CH:17][N:16]=[CH:15][C:14]=2[Cl:19])[CH:12]=1.CC(C)=[O:24].[OH-].[Na+]. (9) Given the product [F:12][C:7]1[CH:6]=[C:5]2[C:10]([N:11]=[C:2]([N:27]3[CH2:24][CH2:23][NH:20][CH2:21][CH2:22]3)[C:3]3[N:4]2[C:13](=[O:16])[NH:14][N:15]=3)=[CH:9][CH:8]=1, predict the reactants needed to synthesize it. The reactants are: Cl[C:2]1[C:3]2[N:4]([C:13]([O:16]C)=[N:14][N:15]=2)[C:5]2[C:10]([N:11]=1)=[CH:9][CH:8]=[C:7]([F:12])[CH:6]=2.C([N:20]([CH2:23][CH3:24])[CH2:21][CH3:22])C.C(#[N:27])C.